This data is from Forward reaction prediction with 1.9M reactions from USPTO patents (1976-2016). The task is: Predict the product of the given reaction. (1) The product is: [CH3:4][O:36][C:35]([C:33]1[C:34]2[C:21](=[O:20])[C:22]3[C:27](=[CH:26][CH:25]=[CH:24][CH:23]=3)[O:28][C:29]=2[CH:30]=[CH:31][CH:32]=1)=[O:37]. Given the reactants [N+](=C)=[N-].[CH3:4]N(N=O)S(C1C=CC(C)=CC=1)(=O)=O.[OH-].[K+].[O:20]=[C:21]1[C:34]2[C:33]([C:35]([OH:37])=[O:36])=[CH:32][CH:31]=[CH:30][C:29]=2[O:28][C:27]2[C:22]1=[CH:23][CH:24]=[CH:25][CH:26]=2, predict the reaction product. (2) Given the reactants [Br:1][C:2]1[C:14](=[O:15])[NH:13][C:5]2[N:6]=[C:7]([S:11][CH3:12])[N:8]=[C:9]([CH3:10])[C:4]=2[CH:3]=1.[CH:16]1(O)[CH2:19][CH2:18][CH2:17]1.[C:38]1(P([C:34]2[CH:39]=[CH:38][CH:37]=CC=2)[C:38]2[CH:37]=CC=[CH:34][CH:39]=2)[CH:37]=CC=[CH:34][CH:39]=1.CCOC(/N=N/C(OCC)=O)=O, predict the reaction product. The product is: [Br:1][C:2]1[C:14](=[O:15])[N:13]([CH:16]2[CH2:19][CH2:18][CH2:17]2)[C:5]2[N:6]=[C:7]([S:11][CH3:12])[N:8]=[C:9]([CH3:10])[C:4]=2[CH:3]=1.[Br:1][C:2]1[C:14]([O:15][CH:37]2[CH2:38][CH2:39][CH2:34]2)=[N:13][C:5]2[N:6]=[C:7]([S:11][CH3:12])[N:8]=[C:9]([CH3:10])[C:4]=2[CH:3]=1. (3) Given the reactants [C:1]([CH2:3][CH2:4][CH2:5][CH2:6][C:7]1[N:12]=[N:11][C:10]([NH:13][C:14](=[O:27])[CH2:15][C:16]2[CH:21]=[CH:20][CH:19]=[C:18]([O:22][C:23]([F:26])([F:25])[F:24])[CH:17]=2)=[CH:9][CH:8]=1)#[N:2].N[NH:29][C:30]([NH2:32])=[S:31].C(O)(C(F)(F)F)=O, predict the reaction product. The product is: [NH2:32][C:30]1[S:31][C:1]([CH2:3][CH2:4][CH2:5][CH2:6][C:7]2[N:12]=[N:11][C:10]([NH:13][C:14](=[O:27])[CH2:15][C:16]3[CH:21]=[CH:20][CH:19]=[C:18]([O:22][C:23]([F:24])([F:25])[F:26])[CH:17]=3)=[CH:9][CH:8]=2)=[N:2][N:29]=1. (4) Given the reactants [CH:1]1[C:6]2[C:7]3[NH:8][C:9]4[C:14]([C:15]=3[CH2:16][S:17][C:5]=2[CH:4]=[C:3](O)[CH:2]=1)=[CH:13][C:12](O)=[CH:11][CH:10]=4.[Li][CH2:21]CCC.Cl[C:26]([O:28][CH3:29])=[O:27], predict the reaction product. The product is: [CH3:29][O:28][C:26]([C:12]1[CH:13]=[C:14]2[C:9](=[CH:10][CH:11]=1)[N:8]([CH3:21])[C:7]1[C:6]3[CH:1]=[CH:2][CH:3]=[CH:4][C:5]=3[S:17][CH2:16][C:15]2=1)=[O:27]. (5) Given the reactants [NH2:1][C:2]1[CH:3]=[C:4]([CH:28]=[CH:29][CH:30]=1)[C:5]([NH:7][C@H:8]1[CH2:13][CH2:12][C@@H:11]([NH:14][C:15]2[N:24]=[C:23]([N:25]([CH3:27])[CH3:26])[C:22]3[C:17](=[CH:18][CH:19]=[CH:20][CH:21]=3)[N:16]=2)[CH2:10][CH2:9]1)=[O:6].[CH:31]1([C:34](Cl)=[O:35])[CH2:33][CH2:32]1, predict the reaction product. The product is: [CH:31]1([C:34]([NH:1][C:2]2[CH:3]=[C:4]([CH:28]=[CH:29][CH:30]=2)[C:5]([NH:7][C@H:8]2[CH2:13][CH2:12][C@@H:11]([NH:14][C:15]3[N:24]=[C:23]([N:25]([CH3:27])[CH3:26])[C:22]4[C:17](=[CH:18][CH:19]=[CH:20][CH:21]=4)[N:16]=3)[CH2:10][CH2:9]2)=[O:6])=[O:35])[CH2:33][CH2:32]1. (6) The product is: [CH3:7][O:6][C:4]([C:3]1[CH:25]=[C:24]([O:26][C:27](=[O:12])[CH3:28])[C:19]2[C:16](=[C:15]([Br:14])[CH:22]=[CH:21][C:20]=2[F:23])[CH:17]=1)=[O:5]. Given the reactants [C:4]([O:6][CH3:7])(=[O:5])[CH2:3][CH2:3][C:4]([O:6][CH3:7])=[O:5].C[O-:12].[Na+].[Br:14][C:15]1[CH:22]=[CH:21][C:20]([F:23])=[CH:19][C:16]=1[CH:17]=O.[CH2:24]([O:26][CH2:27][CH3:28])[CH3:25], predict the reaction product. (7) Given the reactants [N:1]1[CH:6]=[CH:5][CH:4]=[CH:3][C:2]=1[NH:7][NH:8][C:9]([CH2:11][C:12]([O:14]CC)=O)=[O:10].[OH-].[Na+].CC(O)=O, predict the reaction product. The product is: [N:1]1[CH:6]=[CH:5][CH:4]=[CH:3][C:2]=1[N:7]1[C:12](=[O:14])[CH2:11][C:9](=[O:10])[NH:8]1.